This data is from Peptide-MHC class I binding affinity with 185,985 pairs from IEDB/IMGT. The task is: Regression. Given a peptide amino acid sequence and an MHC pseudo amino acid sequence, predict their binding affinity value. This is MHC class I binding data. (1) The peptide sequence is AEMKTDAA. The MHC is HLA-B15:01 with pseudo-sequence HLA-B15:01. The binding affinity (normalized) is 0.127. (2) The peptide sequence is SADNHPKMIK. The MHC is HLA-A33:01 with pseudo-sequence HLA-A33:01. The binding affinity (normalized) is 0.540. (3) The peptide sequence is NITTLLNET. The MHC is HLA-A02:06 with pseudo-sequence HLA-A02:06. The binding affinity (normalized) is 0.284. (4) The peptide sequence is IIYYQLAGY. The MHC is HLA-B38:01 with pseudo-sequence HLA-B38:01. The binding affinity (normalized) is 0.0847. (5) The peptide sequence is RCNDTNYSGF. The MHC is HLA-B27:05 with pseudo-sequence HLA-B27:05. The binding affinity (normalized) is 0. (6) The peptide sequence is FHMDPSGTF. The MHC is HLA-A03:01 with pseudo-sequence HLA-A03:01. The binding affinity (normalized) is 0.0847.